From a dataset of Drug-target binding data from BindingDB using IC50 measurements. Regression. Given a target protein amino acid sequence and a drug SMILES string, predict the binding affinity score between them. We predict pIC50 (pIC50 = -log10(IC50 in M); higher means more potent). Dataset: bindingdb_ic50. (1) The drug is CCNC(=O)Nc1ccc(S(=O)(=O)Nc2cc(F)c(O)c(F)c2)cc1. The target protein (P51635) has sequence MTASSVLLHTGQKMPLIGLGTWKSEPGQVKAAIKYALSVGYRHIDCASVYGNETEIGEALKESVGAGKAVPREELFVTSKLWNTKHHPEDVEPAVRKTLADLQLEYLDLYLMHWPYAFERGDNPFPKNADGTVKYDSTHYKETWKALEALVAKGLVKALGLSNFSSRQIDDVLSVASVRPAVLQVECHPYLAQNELIAHCQARGLEVTAYSPLGSSDRAWRHPDEPVLLEEPVVLALAEKHGRSPAQILLRWQVQRKVICIPKSITPSRILQNIQVFDFTFSPEEMKQLDALNKNWRYIVPMITVDGKRVPRDAGHPLYPFNDPY. The pIC50 is 4.6. (2) The compound is O=S(=O)(Nc1ccc(F)c(Nc2ncccc2-c2ncnc3[nH]cnc23)c1F)c1ccccc1. The target is CKENALLRYLLDKDD. The pIC50 is 7.0. (3) The pIC50 is 3.9. The drug is Cc1ccc(S(=O)(=O)NCC(CN2CCOCC2)OP(=O)(O)O)cc1. The target protein (Q2FZP6) has sequence MDASTLFKKVKVKRVLGSLEQQIDDITTDSRTAREGSIFVASVGYTVDSHKFCQNVADQGCKLVVVNKEQSLPANVTQVVVPDTLRVASILAHTLYDYPSHQLVTFGVTGTNGKTSIATMIHLIQRKLQKNSAYLGTNGFQINETKTKGANTTPETVSLTKKIKEAVDAGAESMTLEVSSHGLVLGRLRGVEFDVAIFSNLTQDHLDFHGTMEAYGHAKSLLFSQLGEDLSKEKYVVLNNDDSFSEYLRTVTPYEVFSYGIDEEAQFMAKNIQESLQGVSFDFVTPFGTYPVKSPYVGKFNISNIMAAMIAVWSKGTSLETIIKAVENLEPVEGRLEVLDPSLPIDLIIDYAHTADGMNKLIDAVQPFVKQKLIFLVGMAGERDLTKTPEMGRVACRADYVIFTPDNPANDDPKMLTAELAKGATHQNYIEFDDRAEGIKHAIDIAEPGDTVVLASKGREPYQIMPGHIKVPHRDDLIGLEAAYKKFGGGPVD. (4) The small molecule is Cc1c2c(O[C@H](C)[C@H]3CNC(=O)C3)cc(-c3cnn([C@@H]4CCOC(C)(C)C4)c3)cc2nn1C. The target protein sequence is PMDTEVYESPYADPEEIRPKEVYLDRKLLTLEDKELGSGNFGTVKKGYYQMKKVVKTVAVKILKNEANDPALKDELLAEANVMQQLDNPYIVRMIGICEAESWMLVMEMAELGPLNKYLQQNRHVKDKNIIELVHQVSMGMKYLEESNFVHRDLAARNVLLVTQHYAKISDFGLSKALRADENYYKAQTHGKWPVKWYAPECINYYKFSSKSDVWSFGVLMWEAFSYGQKPYRGMKGSEVTAMLEKGERMGCPAGCPREMYDLMNLCWTYDVENRPGFAAVELRLRNYYYDVVN. The pIC50 is 8.9. (5) The pIC50 is 5.5. The drug is O=C(O)COc1cccc(Cn2[nH]c(C(F)(F)F)c(Cc3ccc4c(c3)OCO4)c2=O)c1. The target protein (P26684) has sequence MGVLCFLASFWLALVGGAIADNAERYSANLSSHVEDFTPFPGTEFNFLGTTLQPPNLALPSNGSMHGYCPQQTKITTAFKYINTVISCTIFIVGMVGNATLLRIIYQNKCMRNGPNALIASLALGDLIYVVIDLPINVFKLLAGRWPFDHNDFGVFLCKLFPFLQKSSVGITVLNLCALSVDRYRAVASWSRVQGIGIPLITAIEIVSIWILSFILAIPEAIGFVMVPFEYKGEQHRTCMLNATTKFMEFYQDVKDWWLFGFYFCMPLVCTAIFYTLMTCEMLNRRNGSLRIALSEHLKQRREVAKTVFCLVVIFALCWFPLHLSRILKKTVYDEMDKNRCELLSFLLLMDYIGINLATMNSCINPIALYFVSKKFKNCFQSCLCCCCHQSKSLMTSVPMNGTSIQWKNQEQNHNTERSSHKDSMN. (6) The drug is O=c1oc(OCCCCCc2ccccc2)c(Cl)c2ccc([N+](=O)[O-])cc12. The target protein sequence is MKDLRLHKYFPGTFSLIILTTLVFIYELVVGFDRAIQELAQINGLVTLGQWWRLITAIFLHMGFIHFGLNIFWLFYLGIDLEGIVGTRRFLTVFFASALVGNLLSLITLPPYVASGGASGGLFGVVGALLGIEGVLRRNIQKALINALLLFLINSIFPGVNAVAHFGGLVTGLIFGYYYGKWLRRKMLDMSYWLEVS. The pIC50 is 4.6. (7) The small molecule is N#CC1(c2ccccc2)CCN(CCCCn2cnc3c(=O)[nH]c(Nc4ccccc4)nc32)CC1. The target protein sequence is MASYPCHQHASAFDQAARSRGHSNRRTALRPRRQQEATEVRPEQKMPTLLRVYIDGPHGMGKTTTTQLLVALGSRDDIVYVPEPMTYWRVLGASETIANIYTTQHRLDQGEISAGDAAVVMTSAQITMGMPYAVTDAVLAPHIGGEAGSSHAPPPALTLIFDRHPIAALLCYPAARYLMGSMTPQAVLAFVALIPPTLPGTNIVLGALPEDRHIDRLAKRQRPGERLDLAMLAAIRRVYGLLANTVRYLQGGGSWREDWGQLSGTAVPPQGAEPQSNAGPRPHIGDTLFTLFRAPELLAPNGDLYNVFAWALDVLAKRLRPMHVFILDYDQSPAGCRDALLQLTSGMVQTHVTTPGSIPTICDLARTFAREMGEAN. The pIC50 is 6.4. (8) The small molecule is O=C1CNC[C@@H]1O. The target protein (P08019) has sequence MARQKMFYNKLLGMLSVGFGFAWALENITIYEFDFGKGILDQSYGGVFSNNGPSQVQLRDAVLMNGTVVYDSNGAWDSSALEEWLQGQKKVSIEKIFENIGPSAVYPSISPGVVIASPSQTHPDYFYQWIRDSALTINSIVSHSAGPAIETLLQYLNVSFHLQRSNNTLGAGIGYTNDTVALGDPKWNVDNTAFTEDWGRPQNDGPALRSIAILKIIDYIKQSGTDLGAKYPFQSTADIFDDIVRWDLRFIIDHWNSSGFDLWEEVNGMHFFTLLVQLSAVDKSLSYFNASERSSPFVEELRQTRRDISKFLVDPANGFINGKYNYIVGTPMIADTLRSGLDISTLLAANTVHDAPSASHLPFDINDPAVLNTLHHLMLHMRSIYPINDSSKNATGIALGRYPEDVYDGYGFGEGNPWVLATCTASTTLYQLIYRHISEQHDLVVPMNNDCSNAFWSELVFSNLTTLGNDEGYLILEFNTPAFNQTIQKIFQLADSFLVK.... The pIC50 is 3.8. (9) The small molecule is C=C1C(=O)O[C@H]2[C@H]1C[C@H](OC(=O)CC(C)(C)O)C(C)=CCC[C@@]1(C)O[C@H]21. The target protein (P01103) has sequence MARRPRHSIYSSDDDEEDVEMYDHDYDGLLPKAGKRHLGKTRWTREEDEKLKKLVEQNGTEDWKVIASFLPNRTDVQCQHRWQKVLNPELIKGPWTKEEDQRVIELVQKYGPKRWSVIAKHLKGRIGKQCRERWHNHLNPEVKKTSWTEEEDRIIYQAHKRLGNRWAEIAKLLPGRTDNAIKNHWNSTMRRKVEQEGYLQESSKAGLPSATTGFQKSSHLMAFAHNPPAGPLPGAGQAPLGSDYPYYHIAEPQNVPGQIPYPVALHVNIVNVPQPAAAAIQRHYNDEDPEKEKRIKELELLLMSTENELKGQQALPTQNHTANYPGWHSTTVADNTRTSGDNAPVSCLGEHHHCTPSPPVDHGCLPEESASPARCMIVHQSNILDNVKNLLEFAETLQLIDSFLNTSSNHENLNLDNPALTSTPVCGHKMSVTTPFHRDQPFKTQKENHVFRTPAIKRSILESSPRTPTPFKNALAAQEIKYGPLKMLPQTPTHLVEDLQ.... The pIC50 is 4.8.